Dataset: Reaction yield outcomes from USPTO patents with 853,638 reactions. Task: Predict the reaction yield, written as a fraction of the theoretical maximum amount of product (1.0 means a 100% yield; for example, 0.34 means a 34% yield). (1) The reactants are [Br:1][C:2]1[CH:7]=[C:6](C=O)[C:5]([Cl:10])=[CH:4][N:3]=1.[CH:11](OC)([O:14][CH3:15])[O:12][CH3:13]. The catalyst is CO.CC1C=CC(S(O)(=O)=O)=CC=1. The product is [Br:1][C:2]1[CH:7]=[C:6]([CH:11]([O:14][CH3:15])[O:12][CH3:13])[C:5]([Cl:10])=[CH:4][N:3]=1. The yield is 0.970. (2) The reactants are [N:1]12[CH2:8][CH2:7][C:4]([C:9]([C:17]3[CH:22]=[CH:21][CH:20]=[CH:19][CH:18]=3)([C:11]3[CH:16]=[CH:15][CH:14]=[CH:13][CH:12]=3)[OH:10])([CH2:5][CH2:6]1)[CH2:3][CH2:2]2.[Br:23][CH2:24][CH2:25][O:26][CH2:27][C:28]1[CH:33]=[CH:32][CH:31]=[CH:30][CH:29]=1. The catalyst is C(O)CC. The product is [Br-:23].[OH:10][C:9]([C:17]1[CH:22]=[CH:21][CH:20]=[CH:19][CH:18]=1)([C:11]1[CH:12]=[CH:13][CH:14]=[CH:15][CH:16]=1)[C:4]12[CH2:5][CH2:6][N+:1]([CH2:24][CH2:25][O:26][CH2:27][C:28]3[CH:33]=[CH:32][CH:31]=[CH:30][CH:29]=3)([CH2:2][CH2:3]1)[CH2:8][CH2:7]2. The yield is 0.870. (3) The reactants are C1(S([N:10]2[CH2:15][CH2:14][N:13]([C:16]3[CH:17]=[CH:18][C:19]4[O:23][C:22]([C:24]([O:26][CH3:27])=[O:25])=[CH:21][C:20]=4[CH:28]=3)[CH2:12][CH2:11]2)(=O)=O)C=CC=CC=1.S(=O)(=O)(O)O.[OH-].[NH4+]. No catalyst specified. The product is [N:13]1([C:16]2[CH:17]=[CH:18][C:19]3[O:23][C:22]([C:24]([O:26][CH3:27])=[O:25])=[CH:21][C:20]=3[CH:28]=2)[CH2:12][CH2:11][NH:10][CH2:15][CH2:14]1. The yield is 0.960.